From a dataset of Peptide-MHC class II binding affinity with 134,281 pairs from IEDB. Regression. Given a peptide amino acid sequence and an MHC pseudo amino acid sequence, predict their binding affinity value. This is MHC class II binding data. (1) The peptide sequence is DEYVEQVAQYKALPV. The MHC is DRB4_0101 with pseudo-sequence DRB4_0103. The binding affinity (normalized) is 0.293. (2) The peptide sequence is DCLLCAYSIEFGTNISKEHD. The MHC is HLA-DQA10401-DQB10402 with pseudo-sequence HLA-DQA10401-DQB10402. The binding affinity (normalized) is 0.589. (3) The peptide sequence is VFNYETETTSVIPAA. The MHC is DRB1_1101 with pseudo-sequence DRB1_1101. The binding affinity (normalized) is 0.236.